This data is from Full USPTO retrosynthesis dataset with 1.9M reactions from patents (1976-2016). The task is: Predict the reactants needed to synthesize the given product. (1) Given the product [CH3:1][O:2][C:3](=[O:24])[C:4]1[CH:9]=[CH:8][C:7]([CH2:10][C:11]([C:13]2[C:18]([O:19][CH3:20])=[CH:17][CH:16]=[C:15]([C:26]3[S:25][CH:29]=[CH:28][CH:27]=3)[C:14]=2[O:22][CH3:23])=[O:12])=[CH:6][CH:5]=1, predict the reactants needed to synthesize it. The reactants are: [CH3:1][O:2][C:3](=[O:24])[C:4]1[CH:9]=[CH:8][C:7]([CH2:10][C:11]([C:13]2[C:18]([O:19][CH3:20])=[CH:17][CH:16]=[C:15](Br)[C:14]=2[O:22][CH3:23])=[O:12])=[CH:6][CH:5]=1.[S:25]1[CH:29]=[CH:28][CH:27]=[C:26]1B(O)O.C1COCC1.[F-].[K+]. (2) Given the product [C:1]([O:5][C:6](=[O:12])[NH:7][C@H:8]([CH3:11])[CH:9]=[CH:32][C:33]#[N:34])([CH3:4])([CH3:3])[CH3:2], predict the reactants needed to synthesize it. The reactants are: [C:1]([O:5][C:6](=[O:12])[NH:7][C@H:8]([CH3:11])[CH:9]=O)([CH3:4])([CH3:3])[CH3:2].C1(P(=[CH:32][C:33]#[N:34])(C2C=CC=CC=2)C2C=CC=CC=2)C=CC=CC=1. (3) Given the product [CH2:12]([C:2]1[CH:7]=[CH:6][CH:5]=[CH:4][N:3]=1)[C:13]([CH3:16])([CH3:15])[CH3:14], predict the reactants needed to synthesize it. The reactants are: Br[C:2]1[CH:7]=[CH:6][CH:5]=[CH:4][N:3]=1.ClCCl.[Cl-].[CH2:12]([Zn+])[C:13]([CH3:16])([CH3:15])[CH3:14].[Cl-].[NH4+]. (4) Given the product [CH:1]1[C:10]2[C:5](=[C:6]([CH:11]([CH3:17])[C:12]([OH:14])=[O:13])[CH:7]=[CH:8][CH:9]=2)[CH:4]=[CH:3][N:2]=1, predict the reactants needed to synthesize it. The reactants are: [CH:1]1[C:10]2[C:5](=[C:6]([CH:11]([CH3:17])[C:12]([O:14]CC)=[O:13])[CH:7]=[CH:8][CH:9]=2)[CH:4]=[CH:3][N:2]=1.Cl. (5) Given the product [Br:1][C:2]1[CH:7]=[CH:6][C:5]([N:8]([CH2:13][CH:14]([CH3:16])[CH3:15])[CH2:9][CH:10]([CH3:12])[CH3:11])=[C:4]([NH:17][C:25](=[O:26])[CH2:24][C:21]2[CH:22]=[CH:23][C:18]([CH3:28])=[CH:19][CH:20]=2)[CH:3]=1, predict the reactants needed to synthesize it. The reactants are: [Br:1][C:2]1[CH:3]=[C:4]([NH2:17])[C:5]([N:8]([CH2:13][CH:14]([CH3:16])[CH3:15])[CH2:9][CH:10]([CH3:12])[CH3:11])=[CH:6][CH:7]=1.[C:18]1([CH3:28])[CH:23]=[CH:22][C:21]([CH2:24][C:25](O)=[O:26])=[CH:20][CH:19]=1.C(N(CC)CC)C.F[P-](F)(F)(F)(F)F.N1(O[P+](N(C)C)(N(C)C)N(C)C)C2C=CC=CC=2N=N1.